Dataset: Peptide-MHC class I binding affinity with 185,985 pairs from IEDB/IMGT. Task: Regression. Given a peptide amino acid sequence and an MHC pseudo amino acid sequence, predict their binding affinity value. This is MHC class I binding data. The peptide sequence is TTIFAGHLK. The MHC is HLA-A11:01 with pseudo-sequence HLA-A11:01. The binding affinity (normalized) is 0.683.